This data is from Full USPTO retrosynthesis dataset with 1.9M reactions from patents (1976-2016). The task is: Predict the reactants needed to synthesize the given product. (1) Given the product [Cl:11][C:12]1[CH:20]=[C:19](/[CH:21]=[C:3]2/[C:2](=[O:10])[NH:1][C:9]3[C:4]/2=[CH:5][CH:6]=[CH:7][CH:8]=3)[CH:18]=[C:17]2[C:13]=1[CH:14]=[N:15][NH:16]2, predict the reactants needed to synthesize it. The reactants are: [NH:1]1[C:9]2[C:4](=[CH:5][CH:6]=[CH:7][CH:8]=2)[CH2:3][C:2]1=[O:10].[Cl:11][C:12]1[CH:20]=[C:19]([CH:21]=O)[CH:18]=[C:17]2[C:13]=1[CH:14]=[N:15][NH:16]2. (2) Given the product [CH3:16][O:17][C:18](=[O:40])[CH2:19][C:20]1[C:29]([CH3:30])=[C:28]([CH2:31][C:32]2[CH:33]=[CH:34][C:35]([O:6][S:7]([C:10]([F:11])([F:12])[F:13])(=[O:8])=[O:9])=[CH:36][CH:37]=2)[C:27]2[C:22](=[CH:23][CH:24]=[C:25]([F:39])[CH:26]=2)[CH:21]=1, predict the reactants needed to synthesize it. The reactants are: FC(F)(F)S([O:6][S:7]([C:10]([F:13])([F:12])[F:11])(=[O:9])=[O:8])(=O)=O.[CH3:16][O:17][C:18](=[O:40])[CH2:19][C:20]1[C:29]([CH3:30])=[C:28]([CH2:31][C:32]2[CH:37]=[CH:36][C:35](O)=[CH:34][CH:33]=2)[C:27]2[C:22](=[CH:23][CH:24]=[C:25]([F:39])[CH:26]=2)[CH:21]=1.N1C=CC=CC=1.O. (3) Given the product [CH2:46]([N:53]1[CH2:58][CH2:57][C:56](=[CH:26][CH2:25][CH2:24][CH2:23][C:17]2[CH:18]=[CH:19][CH:20]=[CH:21][CH:22]=2)[CH2:55][CH2:54]1)[C:47]1[CH:52]=[CH:51][CH:50]=[CH:49][CH:48]=1, predict the reactants needed to synthesize it. The reactants are: C[Si]([N-][Si](C)(C)C)(C)C.[K+].C1COCC1.[Br-].[C:17]1([CH2:23][CH2:24][CH2:25][CH2:26][P+](C2C=CC=CC=2)(C2C=CC=CC=2)C2C=CC=CC=2)[CH:22]=[CH:21][CH:20]=[CH:19][CH:18]=1.[CH2:46]([N:53]1[CH2:58][CH2:57][C:56](=O)[CH2:55][CH2:54]1)[C:47]1[CH:52]=[CH:51][CH:50]=[CH:49][CH:48]=1.Cl. (4) Given the product [CH3:1][O:2][C:3]1[CH:8]=[CH:7][C:6]([C:9]2[N:10]=[C:11]([CH3:23])[C:12]3[C:17]([CH:18]=2)=[CH:16][CH:15]=[CH:14][CH:13]=3)=[CH:5][CH:4]=1, predict the reactants needed to synthesize it. The reactants are: [CH3:1][O:2][C:3]1[CH:8]=[CH:7][C:6]([C:9]2[N:10]=[C:11](Cl)[C:12]3[C:17]([CH:18]=2)=[CH:16][CH:15]=[CH:14][CH:13]=3)=[CH:5][CH:4]=1.[Cl-].[NH4+].O1CCC[CH2:23]1.